From a dataset of Reaction yield outcomes from USPTO patents with 853,638 reactions. Predict the reaction yield, written as a fraction of the theoretical maximum amount of product (1.0 means a 100% yield; for example, 0.34 means a 34% yield). (1) The reactants are [NH2:1][C:2]1[C:12]([NH2:13])=[CH:11][CH:10]=[C:9]([F:14])[C:3]=1[C:4]([O:6][CH2:7][CH3:8])=[O:5].[N:15]([O-])=O.[Na+]. The catalyst is O.C(O)(=O)C. The product is [F:14][C:9]1[CH:10]=[CH:11][C:12]2[N:13]=[N:15][NH:1][C:2]=2[C:3]=1[C:4]([O:6][CH2:7][CH3:8])=[O:5]. The yield is 0.870. (2) The reactants are Cl[C:2]1[CH:3]=[CH:4][N:5]=[C:6]2[C:11]=1[N:10]=[CH:9][C:8]([NH2:12])=[CH:7]2.ClC1C=CN=C2C=1N=CC(N=C(C1C=CC=CC=1)C1C=CC=CC=1)=C2.Cl.C(=O)(O)[O-:40].[Na+]. The catalyst is O1CCCC1. The product is [NH2:12][C:8]1[CH:7]=[C:6]2[C:11]([C:2]([OH:40])=[CH:3][CH:4]=[N:5]2)=[N:10][CH:9]=1. The yield is 0.950.